Dataset: Reaction yield outcomes from USPTO patents with 853,638 reactions. Task: Predict the reaction yield, written as a fraction of the theoretical maximum amount of product (1.0 means a 100% yield; for example, 0.34 means a 34% yield). (1) The reactants are [CH3:1][O:2][C:3]([CH:5]1[CH2:9][CH2:8][C:7](=[O:10])[NH:6]1)=[O:4].Br[C:12]1[CH:17]=[CH:16][CH:15]=[CH:14][CH:13]=1.CC1(C)C2C(=C(P(C3C=CC=CC=3)C3C=CC=CC=3)C=CC=2)OC2C(P(C3C=CC=CC=3)C3C=CC=CC=3)=CC=CC1=2.C(=O)([O-])[O-]. The catalyst is C1(C)C=CC=CC=1.C1C=CC(/C=C/C(/C=C/C2C=CC=CC=2)=O)=CC=1.C1C=CC(/C=C/C(/C=C/C2C=CC=CC=2)=O)=CC=1.C1C=CC(/C=C/C(/C=C/C2C=CC=CC=2)=O)=CC=1.[Pd].[Pd]. The product is [O:10]=[C:7]1[N:6]([C:12]2[CH:17]=[CH:16][CH:15]=[CH:14][CH:13]=2)[C@H:5]([C:3]([O:2][CH3:1])=[O:4])[CH2:9][CH2:8]1. The yield is 0.490. (2) The reactants are [Cl:1][C:2]1[N:7]=[C:6](Cl)[CH:5]=[C:4]([C:9]2[CH:14]=[CH:13][CH:12]=[CH:11][CH:10]=2)[N:3]=1.[NH2:15][C:16]1[CH:20]=[C:19]([CH3:21])[NH:18][N:17]=1.C(N(CC)CC)C.[I-].[Na+]. The catalyst is CN(C=O)C. The product is [Cl:1][C:2]1[N:7]=[C:6]([NH:15][C:16]2[NH:17][N:18]=[C:19]([CH3:21])[CH:20]=2)[CH:5]=[C:4]([C:9]2[CH:14]=[CH:13][CH:12]=[CH:11][CH:10]=2)[N:3]=1. The yield is 0.620. (3) The yield is 0.880. The product is [OH:9][CH2:8][C@@H:3]1[N:2]([CH3:1])[C:6](=[O:7])[CH2:5][CH2:4]1. The reactants are [CH3:1][N:2]1[C:6](=[O:7])[CH2:5][CH2:4][C@@H:3]1[C:8](OC)=[O:9].[BH4-].[Na+]. The catalyst is CO. (4) The reactants are [N+:1]([C:4]1[C:5]([OH:14])=[C:6]([O:12][CH3:13])[CH:7]=[C:8]([CH:11]=1)[CH:9]=[O:10])([O-:3])=[O:2].C([O-])([O-])=O.[K+].[K+].Br[CH2:22][CH3:23].O. The catalyst is CN(C=O)C. The product is [CH2:22]([O:14][C:5]1[C:4]([N+:1]([O-:3])=[O:2])=[CH:11][C:8]([CH:9]=[O:10])=[CH:7][C:6]=1[O:12][CH3:13])[CH3:23]. The yield is 0.780. (5) The reactants are [CH2:1]1[CH2:14][O:13][C:3]2([CH:8]3[CH2:9][CH2:10][CH:4]2[C:5](=O)[C:6](=O)[CH2:7]3)[O:2]1.[CH2:15]([N:22]1[CH2:27][CH2:26][NH:25][CH2:24][CH2:23]1)[C:16]1[CH:21]=[CH:20][CH:19]=[CH:18][CH:17]=1.[BH4-].[Na+]. The catalyst is CO.CC(O[Ti](OC(C)C)(OC(C)C)OC(C)C)C. The product is [CH2:14]1[O:13][C:3]2([CH:8]3[CH2:9][CH2:10][CH:4]2[CH2:5][CH:6]([N:25]2[CH2:26][CH2:27][N:22]([CH2:15][C:16]4[CH:17]=[CH:18][CH:19]=[CH:20][CH:21]=4)[CH2:23][CH2:24]2)[CH2:7]3)[O:2][CH2:1]1. The yield is 0.620. (6) The reactants are [C:1]([NH:5][C:6]1[NH:7][C:8]2[CH:14]=[CH:13][CH:12]=[CH:11][C:9]=2[N:10]=1)([O:3][CH3:4])=[O:2].[Cl:15][S:16](O)(=[O:18])=[O:17]. No catalyst specified. The product is [Cl:15][S:16]([C:13]1[CH:12]=[CH:11][C:9]2[N:10]=[C:6]([NH:5][C:1]([O:3][CH3:4])=[O:2])[NH:7][C:8]=2[CH:14]=1)(=[O:18])=[O:17]. The yield is 0.780. (7) The reactants are S1[CH2:6][CH:5]=[C:4]([C:7]2[CH:12]=[C:11]([F:13])[C:10]([C:14]3[N:19]=[C:18]([C:20]([O:22][CH3:23])=[O:21])[CH:17]=[CH:16][C:15]=3[F:24])=[C:9]([F:25])[CH:8]=2)[CH2:3][CH2:2]1.O[O:27][S:28]([O-:30])=O.[K+]. The catalyst is C(Cl)Cl. The product is [O:27]=[S:28]1(=[O:30])[CH2:2][CH:3]=[C:4]([C:7]2[CH:12]=[C:11]([F:13])[C:10]([C:14]3[N:19]=[C:18]([C:20]([O:22][CH3:23])=[O:21])[CH:17]=[CH:16][C:15]=3[F:24])=[C:9]([F:25])[CH:8]=2)[CH2:5][CH2:6]1. The yield is 1.00. (8) The catalyst is FC(F)(F)C(O)=O. The reactants are [CH2:1]([N:8]1[CH2:13][CH2:12][N:11]([C:14]2[CH:19]=[CH:18][C:17]([O:20][CH2:21][C:22]3[CH:27]=[CH:26][CH:25]=[CH:24][CH:23]=3)=[CH:16][CH:15]=2)[C@@H:10]([CH2:28][O:29]CC2C=CC(OC)=CC=2)[CH2:9]1)[C:2]1[CH:7]=[CH:6][CH:5]=[CH:4][CH:3]=1.ClCCl. The product is [CH2:1]([N:8]1[CH2:13][CH2:12][N:11]([C:14]2[CH:19]=[CH:18][C:17]([O:20][CH2:21][C:22]3[CH:23]=[CH:24][CH:25]=[CH:26][CH:27]=3)=[CH:16][CH:15]=2)[CH:10]([CH2:28][OH:29])[CH2:9]1)[C:2]1[CH:7]=[CH:6][CH:5]=[CH:4][CH:3]=1. The yield is 1.00. (9) The reactants are [CH3:1][N:2]([CH3:8])[C@@H:3]1[CH2:7][CH2:6][NH:5][CH2:4]1.FC(F)(F)C(O)=O.[OH:16][C:17]1[CH:26]=[C:25](F)[CH:24]=[C:23]2[C:18]=1[C:19](=[O:28])[NH:20][CH:21]=[N:22]2.CO. The catalyst is CN1C(=O)CCC1. The product is [OH:16][C:17]1[CH:26]=[C:25]([N:5]2[CH2:6][CH2:7][C@@H:3]([N:2]([CH3:8])[CH3:1])[CH2:4]2)[CH:24]=[C:23]2[C:18]=1[C:19](=[O:28])[NH:20][CH:21]=[N:22]2. The yield is 0.410. (10) The reactants are [Si]([O:8][CH:9]1[CH2:13][CH:12]([N:14]2[C:23]3[CH:22]=[CH:21][CH:20]=[C:19]([Cl:24])[C:18]=3[C:17]3=[N:25][O:26][C:27]([CH3:28])=[C:16]3[C:15]2=[O:29])[CH:11]=[CH:10]1)(C(C)(C)C)(C)C.N1C=CC=CC=1.N1C=CC=CC=1.C1COCC1.C([O-])(O)=O.[Na+].C(OCC)(=O)C. The catalyst is C1COCC1. The product is [Cl:24][C:19]1[C:18]2[C:17]3[C:16](=[C:27]([CH3:28])[O:26][N:25]=3)[C:15](=[O:29])[N:14]([CH:12]3[CH2:13][CH:9]([OH:8])[CH:10]=[CH:11]3)[C:23]=2[CH:22]=[CH:21][CH:20]=1. The yield is 0.880.